Dataset: Catalyst prediction with 721,799 reactions and 888 catalyst types from USPTO. Task: Predict which catalyst facilitates the given reaction. (1) Reactant: [CH2:1]([O:8][N:9]1[C:15](=[O:16])[N:14]2[CH2:17][C@H:10]1[CH2:11][CH2:12][C@H:13]2[C:18]([O:20]N1C(=O)CCC1=O)=O)[C:2]1[CH:7]=[CH:6][CH:5]=[CH:4][CH:3]=1.[NH3:28].O.CCCCCC.C(OCC)(=O)C. Product: [CH2:1]([O:8][N:9]1[C:15](=[O:16])[N:14]2[CH2:17][C@H:10]1[CH2:11][CH2:12][C@H:13]2[C:18]([NH2:28])=[O:20])[C:2]1[CH:3]=[CH:4][CH:5]=[CH:6][CH:7]=1. The catalyst class is: 4. (2) Reactant: Br[C:2]1[CH:7]=[CH:6][C:5]([O:8][CH3:9])=[C:4]([F:10])[CH:3]=1.C([Li])CCC.[CH3:16][S:17]SC. Product: [F:10][C:4]1[CH:3]=[C:2]([S:17][CH3:16])[CH:7]=[CH:6][C:5]=1[O:8][CH3:9]. The catalyst class is: 1. (3) Reactant: CN(C)C=O.[CH3:6][O:7][C:8]1[CH:9]=[C:10]2[C:15](=[CH:16][C:17]=1[OH:18])[N:14]=[CH:13][CH:12]=[C:11]2[O:19][C:20]1[C:21]([CH3:30])=[N:22][C:23]2[C:28]([CH:29]=1)=[CH:27][CH:26]=[CH:25][CH:24]=2.Br[CH2:32][C:33]([O:35][CH2:36][CH3:37])=[O:34].C(=O)([O-])[O-].[K+].[K+]. Product: [CH3:6][O:7][C:8]1[CH:9]=[C:10]2[C:15](=[CH:16][C:17]=1[O:18][CH2:32][C:33]([O:35][CH2:36][CH3:37])=[O:34])[N:14]=[CH:13][CH:12]=[C:11]2[O:19][C:20]1[C:21]([CH3:30])=[N:22][C:23]2[C:28]([CH:29]=1)=[CH:27][CH:26]=[CH:25][CH:24]=2. The catalyst class is: 6. (4) Reactant: [S:1]1[CH:5]=[CH:4][C:3]2[S:6][CH:7]=[CH:8][C:2]1=2.[C:9]([Li])([CH3:12])([CH3:11])C.[CH2:14]([Sn:18](Cl)([CH2:23][CH2:24][CH2:25][CH3:26])[CH2:19][CH2:20][CH2:21][CH3:22])[CH2:15][CH2:16][CH3:17]. Product: [CH2:14]([Sn:18]([CH2:23][CH2:11][CH2:9][CH3:12])([CH2:19][CH2:20][CH2:21][CH3:22])[C:5]1[S:1][C:2]2[CH:8]=[C:7]([Sn:18]([CH2:23][CH2:24][CH2:25][CH3:26])([CH2:19][CH2:20][CH2:21][CH3:22])[CH2:14][CH2:15][CH2:16][CH3:17])[S:6][C:3]=2[CH:4]=1)[CH2:15][CH2:16][CH3:17]. The catalyst class is: 1. (5) Reactant: [CH3:16][C:11]1([CH3:17])[C:12]([CH3:15])([CH3:14])[O:13][B:9]([B:9]2[O:13][C:12]([CH3:15])([CH3:14])[C:11]([CH3:17])([CH3:16])[O:10]2)[O:10]1.C([O-])(=O)C.[K+].C(Cl)Cl.FC(F)(F)S([O:32][C:33]1[CH2:38][CH:37]([CH3:39])[CH2:36][C:35](=O)[CH:34]=1)(=O)=O. Product: [CH3:39][CH:37]1[CH2:38][C:33](=[O:32])[CH:34]=[C:35]([B:9]2[O:10][C:11]([CH3:16])([CH3:17])[C:12]([CH3:14])([CH3:15])[O:13]2)[CH2:36]1. The catalyst class is: 75. (6) Reactant: [NH2:1][C:2]1[CH:3]=[N:4][CH:5]=[CH:6][C:7]=1[CH:8]=O.[NH:10]1[CH2:15][CH2:14][CH:13]([C:16]([O:18][CH2:19][CH3:20])=[O:17])[CH2:12][CH2:11]1.[BH-](OC(C)=O)(OC(C)=O)OC(C)=O.[Na+]. Product: [NH2:1][C:2]1[CH:3]=[N:4][CH:5]=[CH:6][C:7]=1[CH2:8][N:10]1[CH2:15][CH2:14][CH:13]([C:16]([O:18][CH2:19][CH3:20])=[O:17])[CH2:12][CH2:11]1. The catalyst class is: 2. (7) The catalyst class is: 460. Product: [CH2:24]([O:28][CH2:29][CH2:30][O:31][C:32]1[CH:33]=[CH:34][C:35]([C:2]2[CH:3]=[CH:4][C:5]([N:15]([CH2:20][CH:21]([CH3:23])[CH3:22])[CH2:16][CH:17]([CH3:19])[CH3:18])=[C:6](/[CH:8]=[CH:9]/[C:10]([O:12][CH2:13][CH3:14])=[O:11])[CH:7]=2)=[CH:36][CH:37]=1)[CH2:25][CH2:26][CH3:27]. Reactant: Br[C:2]1[CH:3]=[CH:4][C:5]([N:15]([CH2:20][CH:21]([CH3:23])[CH3:22])[CH2:16][CH:17]([CH3:19])[CH3:18])=[C:6](/[CH:8]=[CH:9]/[C:10]([O:12][CH2:13][CH3:14])=[O:11])[CH:7]=1.[CH2:24]([O:28][CH2:29][CH2:30][O:31][C:32]1[CH:37]=[CH:36][C:35](OB(O)O)=[CH:34][CH:33]=1)[CH2:25][CH2:26][CH3:27].C(=O)([O-])[O-].[K+].[K+].